From a dataset of Experimentally validated miRNA-target interactions with 360,000+ pairs, plus equal number of negative samples. Binary Classification. Given a miRNA mature sequence and a target amino acid sequence, predict their likelihood of interaction. (1) The miRNA is rno-miR-292-5p with sequence ACUCAAACUGGGGGCUCUUUUG. The protein sequence of the target gene is MEAERLRLLEEEAKLKKVARMGFNASSMLRKSQLGFLNVTSYSRLANELRVSCMERKKVQIRSLDPSSLASDRFNFILASTNSDQLFVVNQVEVEGSKYGIISLRTLKIPSFHVYVLRNLYVPNRKVKSLCWASLNQLDSHVLLCFEGITDAPSCAVLLPASRFLSVHTRVNQPGMLCSFQIPEAWSCAWSLNTRAYHCFSAGLSQQVLLTSVATGHQQSFDTSSDVLAQQFASTAPLLFNGCRSGEIFAIDLRCRNRGKGWRATRLFHDSAVTSVQILQEEQCLMASDMTGKIKLWDLR.... Result: 0 (no interaction). (2) The miRNA is hsa-let-7i-5p with sequence UGAGGUAGUAGUUUGUGCUGUU. The protein sequence of the target gene is MPSSLLGAAMPASTSAAALQEALENAGRLIDRQLQEDRMYPDLSELLMVSAPNNPTVSGMSDMDYPLQGPGLLSVPNLPEISSIRRVPLPPELVEQFGHMQCNCMMGVFPPISRAWLTIDSDIFMWNYEDGGDLAYFDGLSETILAVGLVKPKAGIFQPHVRHLLVLATPVDIVILGLSYANLQTGSGVLNDSLSGGMQLLPDPLYSLPTDNTYLLTITSTDNGRIFLAGKDGCLYEVAYQAEAGWFSQRCRKINHSKSSLSFLVPSLLQFTFSEDDPILQIAIDNSRNILYTRSEKGVI.... Result: 1 (interaction). (3) The miRNA is hsa-miR-424-5p with sequence CAGCAGCAAUUCAUGUUUUGAA. The protein sequence of the target gene is MKQLKRKRKSNFSVQETQTLLKEITKRKEVIFSKQLNTTINVMKRMAWEEIAQCVNAVGEGEQRTGTEVKRRYLDWRALMKRKRMKANIKLVGSGFPLPSSDLDDSLTEEIDEKIGFRNDANFDWQNVADFRDAGGSLTEVKVEEEERDPQSPEFEIEEEEEMLSSVIPDSRRENELPDFPHIDEFFTLNSTPSRSAYDEPHLLVNIEKQKLELEKRRLDIEAERLQVEKERLQIEKERLRHLDMEHERLQLEKERLQIEREKLRLQIVNSEKPSLENELGQGEKSMLQPQDIETEKLKL.... Result: 1 (interaction).